This data is from Catalyst prediction with 721,799 reactions and 888 catalyst types from USPTO. The task is: Predict which catalyst facilitates the given reaction. (1) Reactant: [CH2:1]([O:8][C:9]1[CH:14]=[CH:13][C:12]([CH2:15][CH2:16][CH:17]([C:19]2[O:20][C:21]3[C:22]([N:27]=2)=[N:23][CH:24]=[CH:25][CH:26]=3)[OH:18])=[CH:11][CH:10]=1)[C:2]1[CH:7]=[CH:6][CH:5]=[CH:4][CH:3]=1.CC(OI1(OC(C)=O)(OC(C)=O)OC(=O)C2C=CC=CC1=2)=O. Product: [CH2:1]([O:8][C:9]1[CH:10]=[CH:11][C:12]([CH2:15][CH2:16][C:17]([C:19]2[O:20][C:21]3[C:22]([N:27]=2)=[N:23][CH:24]=[CH:25][CH:26]=3)=[O:18])=[CH:13][CH:14]=1)[C:2]1[CH:7]=[CH:6][CH:5]=[CH:4][CH:3]=1. The catalyst class is: 2. (2) Reactant: Cl.[OH:2][CH:3]([C:24]1[CH:29]=[CH:28][C:27]([O:30][CH2:31][CH2:32][N:33]2[CH2:38][CH2:37][CH2:36][CH2:35][CH2:34]2)=[CH:26][CH:25]=1)[C:4]1[C:13]([C:14]2[C:19]([F:20])=[CH:18][C:17]([F:21])=[CH:16][C:15]=2F)=[CH:12][CH:11]=[C:10]2[C:5]=1[CH:6]=[CH:7][C:8]([OH:23])=[CH:9]2.CC(C)([O-])C.[K+]. Product: [F:21][C:17]1[CH:16]=[C:15]2[C:14](=[C:19]([F:20])[CH:18]=1)[C:13]1[C:4](=[C:5]3[C:10](=[CH:11][CH:12]=1)[CH:9]=[C:8]([OH:23])[CH:7]=[CH:6]3)[CH:3]([C:24]1[CH:25]=[CH:26][C:27]([O:30][CH2:31][CH2:32][N:33]3[CH2:34][CH2:35][CH2:36][CH2:37][CH2:38]3)=[CH:28][CH:29]=1)[O:2]2. The catalyst class is: 3. (3) Reactant: [C:1]([C:4]1[CH:9]=[CH:8][C:7]([C:10]#[N:11])=[CH:6][N:5]=1)(=[O:3])[CH3:2].C[Si]([N-][Si](C)(C)C)(C)C.[Li+].[C:22](OC)(=[O:27])[C:23]([O:25][CH3:26])=[O:24].Cl. Product: [CH3:26][O:25][C:23](=[O:24])[C:22](=[O:27])[CH2:2][C:1]([C:4]1[CH:9]=[CH:8][C:7]([C:10]#[N:11])=[CH:6][N:5]=1)=[O:3]. The catalyst class is: 7. (4) Reactant: [Si:1]([O:18][CH2:19][CH2:20][CH2:21][CH:22]([OH:25])[CH2:23][CH3:24])([C:14]([CH3:17])([CH3:16])[CH3:15])([C:8]1[CH:13]=[CH:12][CH:11]=[CH:10][CH:9]=1)[C:2]1[CH:7]=[CH:6][CH:5]=[CH:4][CH:3]=1.[Si](OCCCC=O)(C(C)(C)C)(C1C=CC=CC=1)[C:27]1C=CC=CC=1.C([Mg]Br)CC. The catalyst class is: 1. Product: [Si:1]([O:18][CH2:19][CH2:20][CH2:21][CH:22]([OH:25])[CH2:23][CH2:24][CH3:27])([C:14]([CH3:16])([CH3:17])[CH3:15])([C:8]1[CH:9]=[CH:10][CH:11]=[CH:12][CH:13]=1)[C:2]1[CH:3]=[CH:4][CH:5]=[CH:6][CH:7]=1.